From a dataset of Forward reaction prediction with 1.9M reactions from USPTO patents (1976-2016). Predict the product of the given reaction. (1) The product is: [C:13]([CH2:12][O:11][N:10]([CH2:16][C:17]1[CH:18]=[CH:19][C:20]([F:23])=[CH:21][CH:22]=1)[C:8]([CH:7]=[C:5]([OH:6])[C:4]([OH:24])=[O:3])=[O:9])([OH:15])=[O:14]. Given the reactants CC1(C)[O:6][C:5](=[CH:7][C:8]([N:10]([CH2:16][C:17]2[CH:22]=[CH:21][C:20]([F:23])=[CH:19][CH:18]=2)[O:11][CH2:12][C:13]([OH:15])=[O:14])=[O:9])[C:4](=[O:24])[O:3]1.[OH-].[Li+].Cl, predict the reaction product. (2) Given the reactants Br[CH2:2][C:3]1[CH:4]=[C:5]([C:8]([C:10]2[C:11]([NH:16][C@H:17]3[CH2:21][C@H:20]([O:22][Si:23]([CH:30]([CH3:32])[CH3:31])([CH:27]([CH3:29])[CH3:28])[CH:24]([CH3:26])[CH3:25])[C@@H:19]([CH2:33][O:34][Si:35]([C:38]([CH3:41])([CH3:40])[CH3:39])([CH3:37])[CH3:36])[CH2:18]3)=[N:12][CH:13]=[N:14][CH:15]=2)=[O:9])[S:6][CH:7]=1.C(N(CC)C(C)C)(C)C.Cl.[F:52][C:53]1([F:58])[CH2:57][CH2:56][NH:55][CH2:54]1, predict the reaction product. The product is: [Si:35]([O:34][CH2:33][C@@H:19]1[C@@H:20]([O:22][Si:23]([CH:24]([CH3:26])[CH3:25])([CH:30]([CH3:31])[CH3:32])[CH:27]([CH3:29])[CH3:28])[CH2:21][C@H:17]([NH:16][C:11]2[C:10]([C:8]([C:5]3[S:6][CH:7]=[C:3]([CH2:2][N:55]4[CH2:56][CH2:57][C:53]([F:58])([F:52])[CH2:54]4)[CH:4]=3)=[O:9])=[CH:15][N:14]=[CH:13][N:12]=2)[CH2:18]1)([C:38]([CH3:41])([CH3:39])[CH3:40])([CH3:37])[CH3:36]. (3) Given the reactants [Br:1][C:2]1[CH:3]=[C:4]([CH:8]=[C:9]([C:11]([F:14])([F:13])[F:12])[CH:10]=1)[C:5]([NH2:7])=O.COC1C=CC(P2(=S)SP(=S)(C3C=CC(OC)=CC=3)[S:24]2)=CC=1.C(=O)([O-])O.[Na+], predict the reaction product. The product is: [Br:1][C:2]1[CH:3]=[C:4]([C:5](=[S:24])[NH2:7])[CH:8]=[C:9]([C:11]([F:14])([F:13])[F:12])[CH:10]=1. (4) Given the reactants [CH2:1]([N:4]1[C:12]2[C:7](=[CH:8][CH:9]=[CH:10][CH:11]=2)[C:6](=[O:13])[C:5]1=[O:14])[CH2:2][CH3:3].[Cl:15]C1C=C2C(=CC=1)NC(=O)C2=O.BrCCC, predict the reaction product. The product is: [Cl:15][C:9]1[CH:8]=[C:7]2[C:12](=[CH:11][CH:10]=1)[N:4]([CH2:1][CH2:2][CH3:3])[C:5](=[O:14])[C:6]2=[O:13]. (5) Given the reactants [CH3:1][C:2]1[S:6][C:5]2[CH:7]=[C:8]([O:11][C:12]3[CH:17]=[CH:16][N:15]=[C:14]4[CH:18]=[C:19]([CH3:21])[S:20][C:13]=34)[CH:9]=[CH:10][C:4]=2[C:3]=1[C:22]([OH:24])=O.S(Cl)([Cl:27])=O, predict the reaction product. The product is: [CH3:1][C:2]1[S:6][C:5]2[CH:7]=[C:8]([O:11][C:12]3[CH:17]=[CH:16][N:15]=[C:14]4[CH:18]=[C:19]([CH3:21])[S:20][C:13]=34)[CH:9]=[CH:10][C:4]=2[C:3]=1[C:22]([Cl:27])=[O:24]. (6) The product is: [C:1]([O:5][C:6]([N:8]1[CH2:13][CH2:12][CH:11]([O:14][CH3:17])[CH2:10][CH2:9]1)=[O:7])([CH3:4])([CH3:2])[CH3:3]. Given the reactants [C:1]([O:5][C:6]([N:8]1[CH2:13][CH2:12][CH:11]([OH:14])[CH2:10][CH2:9]1)=[O:7])([CH3:4])([CH3:3])[CH3:2].[H-].[Na+].[CH3:17]I, predict the reaction product.